Task: Predict the reactants needed to synthesize the given product.. Dataset: Full USPTO retrosynthesis dataset with 1.9M reactions from patents (1976-2016) (1) Given the product [Cl:1][C:2]1[CH:3]=[C:4]([C@@H:8]2[C@@H:13]([C:14]3[CH:15]=[CH:16][C:17]([Cl:20])=[CH:18][CH:19]=3)[N:12]([C@@H:21]([CH2:31][CH3:32])[CH2:22][N:23]([CH3:30])[S:24]([CH:27]3[CH2:28][CH2:29]3)(=[O:26])=[O:25])[C:11](=[O:33])[C@:10]([C@H:35]([CH3:40])[C:36]([O:38][CH3:39])=[O:37])([CH3:34])[CH2:9]2)[CH:5]=[CH:6][CH:7]=1, predict the reactants needed to synthesize it. The reactants are: [Cl:1][C:2]1[CH:3]=[C:4]([C@@H:8]2[C@@H:13]([C:14]3[CH:19]=[CH:18][C:17]([Cl:20])=[CH:16][CH:15]=3)[N:12]([C@@H:21]([CH2:31][CH3:32])[CH2:22][N:23]([CH3:30])[S:24]([CH:27]3[CH2:29][CH2:28]3)(=[O:26])=[O:25])[C:11](=[O:33])[C@:10]([CH2:35][C:36]([O:38][CH3:39])=[O:37])([CH3:34])[CH2:9]2)[CH:5]=[CH:6][CH:7]=1.[CH3:40]N(P(N(C)C)(N(C)C)=O)C.[Li+].CC([N-]C(C)C)C.IC. (2) Given the product [O:36]=[C:17]1[C:18]2([C:28]3=[CH:29][C:30]4[O:34][CH2:33][O:32][C:31]=4[CH:35]=[C:27]3[O:26][CH2:25]2)[C:19]2[C:24](=[CH:23][CH:22]=[CH:21][CH:20]=2)[N:16]1[CH2:2][CH2:3][C:4]#[N:5], predict the reactants needed to synthesize it. The reactants are: Br[CH2:2][CH2:3][C:4]#[N:5].BrCC1C=CC=C(C#N)C=1.[NH:16]1[C:24]2[C:19](=[CH:20][CH:21]=[CH:22][CH:23]=2)[C:18]2([C:28]3=[CH:29][C:30]4[O:34][CH2:33][O:32][C:31]=4[CH:35]=[C:27]3[O:26][CH2:25]2)[C:17]1=[O:36].N1C2C(=CC=CC=2)C2(COC3C=C4C(=CC2=3)CCO4)C1=O. (3) Given the product [C:26]([C:23]1[CH:22]=[CH:21][C:20]([C:18]2[NH:17][C:16](=[O:30])[C:15]3[N:14]([N:13]=[C:12]([CH2:10][OH:9])[CH:31]=3)[CH:19]=2)=[CH:25][CH:24]=1)([CH3:29])([CH3:27])[CH3:28], predict the reactants needed to synthesize it. The reactants are: [H-].[Al+3].[Li+].[H-].[H-].[H-].C([O:9][C:10]([C:12]1[CH:31]=[C:15]2[C:16](=[O:30])[NH:17][C:18]([C:20]3[CH:25]=[CH:24][C:23]([C:26]([CH3:29])([CH3:28])[CH3:27])=[CH:22][CH:21]=3)=[CH:19][N:14]2[N:13]=1)=O)C.Cl. (4) Given the product [NH2:15][C:12]1[CH:11]=[CH:10][C:9]([NH:8][C:1](=[O:3])[C:27]2[CH:31]=[C:32]([C:34]([F:37])([F:35])[F:36])[CH:33]=[C:25]([C:24]([F:23])([F:39])[F:38])[CH:26]=2)=[CH:14][CH:13]=1, predict the reactants needed to synthesize it. The reactants are: [C:1]([NH:8][C:9]1[CH:14]=[CH:13][C:12]([NH2:15])=[CH:11][CH:10]=1)([O:3]C(C)(C)C)=O.C(N(CC)CC)C.[F:23][C:24]([F:39])([F:38])[C:25]1[CH:26]=[C:27]([CH:31]=[C:32]([C:34]([F:37])([F:36])[F:35])[CH:33]=1)C(Cl)=O. (5) Given the product [C:1](=[O:16])([O:6][C:7]1[CH:12]=[CH:11][C:10]([N+:13]([O-:15])=[O:14])=[CH:9][CH:8]=1)[O:2][CH:3]([O:20][C:17](=[O:19])[CH3:18])[CH3:4], predict the reactants needed to synthesize it. The reactants are: [C:1](=[O:16])([O:6][C:7]1[CH:12]=[CH:11][C:10]([N+:13]([O-:15])=[O:14])=[CH:9][CH:8]=1)[O:2][CH:3](Cl)[CH3:4].[C:17]([OH:20])(=[O:19])[CH3:18].